This data is from Reaction yield outcomes from USPTO patents with 853,638 reactions. The task is: Predict the reaction yield, written as a fraction of the theoretical maximum amount of product (1.0 means a 100% yield; for example, 0.34 means a 34% yield). The reactants are [C:1]([C:3]1C=[CH:13][C:6]([CH2:7][N:8]2[CH:12]=[CH:11][N:10]=[CH:9]2)=[C:5]([CH3:15])[CH:4]=1)#[CH:2].[CH3:16][O:17][C:18](=[O:27])[CH2:19][C:20]1[CH:25]=[CH:24]C(I)=[CH:22][CH:21]=1.CO.[CH3:30][CH2:31]OC(C)=O. The catalyst is C(N(CC)CC)C.[Cu]I.Cl[Pd](Cl)([P](C1C=CC=CC=1)(C1C=CC=CC=1)C1C=CC=CC=1)[P](C1C=CC=CC=1)(C1C=CC=CC=1)C1C=CC=CC=1. The product is [N:8]1([C:7]2[CH:31]=[CH:30][C:4]([C:3]#[C:1][C:2]3[CH:22]=[CH:21][C:20]([CH2:19][C:18]([O:17][CH3:16])=[O:27])=[CH:25][CH:24]=3)=[C:5]([CH3:15])[C:6]=2[CH3:13])[CH:12]=[CH:11][N:10]=[CH:9]1. The yield is 0.250.